From a dataset of KCNQ2 potassium channel screen with 302,405 compounds. Binary Classification. Given a drug SMILES string, predict its activity (active/inactive) in a high-throughput screening assay against a specified biological target. The result is 0 (inactive). The compound is Clc1ccc(NS(=O)(=O)c2cc(OC)c(F)cc2)nc1.